Dataset: TCR-epitope binding with 47,182 pairs between 192 epitopes and 23,139 TCRs. Task: Binary Classification. Given a T-cell receptor sequence (or CDR3 region) and an epitope sequence, predict whether binding occurs between them. (1) The epitope is TLVPQEHYV. The TCR CDR3 sequence is CASGPGLAGAEQFF. Result: 1 (the TCR binds to the epitope). (2) The epitope is GTITVEELK. The TCR CDR3 sequence is CASSEPQTSNEQYF. Result: 0 (the TCR does not bind to the epitope). (3) The epitope is IVDTVSALV. The TCR CDR3 sequence is CASSQDPGQVNSPLHF. Result: 1 (the TCR binds to the epitope). (4) The epitope is VLWAHGFEL. The TCR CDR3 sequence is CASSGGVTNTGELFF. Result: 1 (the TCR binds to the epitope). (5) The epitope is GTHWFVTQR. The TCR CDR3 sequence is CASSYSSGVLNEQFF. Result: 1 (the TCR binds to the epitope).